Task: Predict the reactants needed to synthesize the given product.. Dataset: Full USPTO retrosynthesis dataset with 1.9M reactions from patents (1976-2016) Given the product [CH3:13][O:14][C:3]([C:5]1[NH:6][CH:7]=[C:8]([I:10])[CH:9]=1)=[O:4], predict the reactants needed to synthesize it. The reactants are: ClC(Cl)(Cl)[C:3]([C:5]1[NH:6][CH:7]=[C:8]([I:10])[CH:9]=1)=[O:4].[CH3:13][O-:14].[Na+].